From a dataset of Forward reaction prediction with 1.9M reactions from USPTO patents (1976-2016). Predict the product of the given reaction. (1) Given the reactants Cl.[NH2:2][CH2:3][CH2:4][NH:5][C:6](=[O:14])[C:7]1[CH:12]=[CH:11][C:10]([Cl:13])=[CH:9][CH:8]=1.C([O:17][C:18]([C@@H:20]1[CH2:25][CH2:24][C@H:23]([O:26][C:27]2[CH:35]=[CH:34][C:30]([C:31](O)=[O:32])=[C:29]([O:36][CH3:37])[CH:28]=2)[CH2:22][CH2:21]1)=[O:19])C.Cl.C(N=C=NCCCN(C)C)C.O.ON1C2C=CC=CC=2N=N1, predict the reaction product. The product is: [Cl:13][C:10]1[CH:11]=[CH:12][C:7]([C:6]([NH:5][CH2:4][CH2:3][NH:2][C:31]([C:30]2[CH:34]=[CH:35][C:27]([O:26][C@@H:23]3[CH2:24][CH2:25][C@H:20]([C:18]([OH:19])=[O:17])[CH2:21][CH2:22]3)=[CH:28][C:29]=2[O:36][CH3:37])=[O:32])=[O:14])=[CH:8][CH:9]=1. (2) Given the reactants [CH3:1][N:2]1[CH2:7][CH2:6][N:5]([C:8]2[N:13]=[CH:12][C:11]([C:14]3[C:22]4[C:17](=[CH:18][CH:19]=[C:20]([CH:23]=O)[CH:21]=4)[NH:16][N:15]=3)=[CH:10][CH:9]=2)[CH2:4][CH2:3]1.N1CCCCC1.[NH:31]1[C:39]2[C:34](=[CH:35][CH:36]=[CH:37][CH:38]=2)[CH2:33][C:32]1=[O:40], predict the reaction product. The product is: [CH3:1][N:2]1[CH2:7][CH2:6][N:5]([C:8]2[N:13]=[CH:12][C:11]([C:14]3[C:22]4[C:17](=[CH:18][CH:19]=[C:20]([CH:23]=[C:33]5[C:34]6[C:39](=[CH:38][CH:37]=[CH:36][CH:35]=6)[NH:31][C:32]5=[O:40])[CH:21]=4)[NH:16][N:15]=3)=[CH:10][CH:9]=2)[CH2:4][CH2:3]1. (3) Given the reactants [Br:1][C:2]1[CH:7]=[CH:6][C:5]([NH:8][C:9]2[N:14]=[C:13]3[C:15]4[C:16](=[C:20]([C:24]([OH:26])=O)[N:21](C)[N:22]=4)[CH2:17][CH2:18][CH2:19][C:12]3=[CH:11][N:10]=2)=[C:4]([O:27][CH3:28])[CH:3]=1.[K].[CH3:30]CN(C(C)C)C(C)C.CN(C(ON1N=NC2C=CC=CC1=2)=[N+](C)C)C.[B-](F)(F)(F)F.[CH2:61]([NH2:68])[C:62]1[CH:67]=[CH:66][CH:65]=[CH:64][CH:63]=1, predict the reaction product. The product is: [CH2:61]([NH:68][C:24]([C:20]1[C:16]2[CH2:17][CH2:18][CH2:19][C:12]3[C:13](=[N:14][C:9]([NH:8][C:5]4[CH:6]=[CH:7][C:2]([Br:1])=[CH:3][C:4]=4[O:27][CH3:28])=[N:10][CH:11]=3)[C:15]=2[N:22]([CH3:30])[N:21]=1)=[O:26])[C:62]1[CH:67]=[CH:66][CH:65]=[CH:64][CH:63]=1. (4) The product is: [Br:1][C:2]1[CH:7]=[CH:6][C:5]([Cl:8])=[CH:4][C:3]=1[C:9]1[CH:14]=[CH:13][N:12]([CH:15]([CH2:19][C:20]2[CH:25]=[CH:24][N:23]=[CH:22][CH:21]=2)[C:16]([NH:27][C:28]2[CH:40]=[CH:39][C:31]([C:32]([O:34][C:35]([CH3:36])([CH3:37])[CH3:38])=[O:33])=[CH:30][CH:29]=2)=[O:17])[C:11](=[O:26])[CH:10]=1. Given the reactants [Br:1][C:2]1[CH:7]=[CH:6][C:5]([Cl:8])=[CH:4][C:3]=1[C:9]1[CH:14]=[CH:13][N:12]([CH:15]([CH2:19][C:20]2[CH:25]=[CH:24][N:23]=[CH:22][CH:21]=2)[C:16](O)=[O:17])[C:11](=[O:26])[CH:10]=1.[NH2:27][C:28]1[CH:40]=[CH:39][C:31]([C:32]([O:34][C:35]([CH3:38])([CH3:37])[CH3:36])=[O:33])=[CH:30][CH:29]=1, predict the reaction product. (5) Given the reactants [CH3:1][N:2]1[CH2:7][CH2:6][N:5]([C:8]2[CH:9]=[C:10]([NH2:15])[C:11]([NH2:14])=[CH:12][CH:13]=2)[CH2:4][CH2:3]1.C(N(CC)CC)C.C1[C:35]2[C:34](=[O:36])[C:33]3C(=CC=CC=3)C=2C(C(Cl)=O)=CC=1, predict the reaction product. The product is: [CH:34]([O:36][CH:12]([CH3:11])[CH3:13])([CH3:35])[CH3:33].[NH2:15][C:10]1[CH:9]=[C:8]([N:5]2[CH2:6][CH2:7][N:2]([CH3:1])[CH2:3][CH2:4]2)[CH:13]=[CH:12][C:11]=1[NH-:14]. (6) Given the reactants C([O:3][C:4](=[O:31])[CH2:5][O:6][C:7]1[CH:12]=[CH:11][C:10]([C:13]([C:24]2[CH:29]=[CH:28][C:27]([OH:30])=[CH:26][CH:25]=2)=[C:14]2[CH2:19][C:18]([CH3:21])([CH3:20])[CH2:17][C:16]([CH3:23])([CH3:22])[CH2:15]2)=[CH:9][CH:8]=1)C.[OH-].[Na+], predict the reaction product. The product is: [OH:30][C:27]1[CH:28]=[CH:29][C:24]([C:13](=[C:14]2[CH2:15][C:16]([CH3:23])([CH3:22])[CH2:17][C:18]([CH3:21])([CH3:20])[CH2:19]2)[C:10]2[CH:11]=[CH:12][C:7]([O:6][CH2:5][C:4]([OH:31])=[O:3])=[CH:8][CH:9]=2)=[CH:25][CH:26]=1. (7) Given the reactants [C:1]([C:3]([C:17]#[N:18])=[C:4]1[CH2:9][CH2:8][CH2:7][N:6]([C:10](OC(C)(C)C)=O)C1)#[N:2].[C:19](=[O:22])([O-])[O-:20].[K+].[K+].Br[CH2:26][C:27]([O:29][CH3:30])=[O:28].O, predict the reaction product. The product is: [NH2:18][CH:17]1[CH:26]([C:27]([O:29][CH3:30])=[O:28])[CH2:10][N:6]2[CH:7]=[C:8]([C:19]([O:20][C:3]([CH3:17])([CH3:4])[CH3:1])=[O:22])[CH:9]=[C:4]2[CH:3]1[C:1]#[N:2].